Dataset: Peptide-MHC class II binding affinity with 134,281 pairs from IEDB. Task: Regression. Given a peptide amino acid sequence and an MHC pseudo amino acid sequence, predict their binding affinity value. This is MHC class II binding data. (1) The peptide sequence is ISGDLKTQIDQVEST. The MHC is DRB1_0901 with pseudo-sequence DRB1_0901. The binding affinity (normalized) is 0.120. (2) The peptide sequence is AAATAGTTVYAAFAA. The MHC is HLA-DQA10401-DQB10402 with pseudo-sequence HLA-DQA10401-DQB10402. The binding affinity (normalized) is 0.368. (3) The peptide sequence is NEDDSNFAHWTEARIML. The MHC is DRB4_0101 with pseudo-sequence DRB4_0103. The binding affinity (normalized) is 0.0223. (4) The peptide sequence is LQPETFAVVDLNKMR. The MHC is HLA-DQA10501-DQB10201 with pseudo-sequence HLA-DQA10501-DQB10201. The binding affinity (normalized) is 0.338. (5) The peptide sequence is DKGIPFMKMNISVIMK. The MHC is DRB5_0101 with pseudo-sequence DRB5_0101. The binding affinity (normalized) is 0.733.